From a dataset of Peptide-MHC class I binding affinity with 185,985 pairs from IEDB/IMGT. Regression. Given a peptide amino acid sequence and an MHC pseudo amino acid sequence, predict their binding affinity value. This is MHC class I binding data. (1) The peptide sequence is FLRDNRAVL. The MHC is HLA-A02:06 with pseudo-sequence HLA-A02:06. The binding affinity (normalized) is 0.324. (2) The peptide sequence is KTDIVNTTY. The MHC is HLA-A02:03 with pseudo-sequence HLA-A02:03. The binding affinity (normalized) is 0.0847. (3) The peptide sequence is MSPALFFTF. The MHC is HLA-B35:01 with pseudo-sequence HLA-B35:01. The binding affinity (normalized) is 0.627. (4) The MHC is Mamu-A07 with pseudo-sequence Mamu-A07. The peptide sequence is WHINVELSL. The binding affinity (normalized) is 0.782. (5) The peptide sequence is MLEEMQSAV. The MHC is HLA-A03:01 with pseudo-sequence HLA-A03:01. The binding affinity (normalized) is 0.0847. (6) The peptide sequence is FTILEYLYIM. The MHC is HLA-A02:03 with pseudo-sequence HLA-A02:03. The binding affinity (normalized) is 0.254. (7) The peptide sequence is NLLDSYFVVK. The MHC is HLA-A03:01 with pseudo-sequence HLA-A03:01. The binding affinity (normalized) is 0.206. (8) The peptide sequence is MFTNRSGSQ. The MHC is HLA-A68:02 with pseudo-sequence HLA-A68:02. The binding affinity (normalized) is 0.